Dataset: Reaction yield outcomes from USPTO patents with 853,638 reactions. Task: Predict the reaction yield, written as a fraction of the theoretical maximum amount of product (1.0 means a 100% yield; for example, 0.34 means a 34% yield). (1) The reactants are COC1C=CC(CN2C3=NC=CC(CO)=C3N=C2)=CC=1.[BH4-].[Na+].[CH3:23][O:24][C:25]1[CH:49]=[CH:48][C:28]([CH2:29][N:30]2[C:34]3=[N:35][C:36]([C:44]([F:47])([F:46])[F:45])=[CH:37][C:38]([C:39](OCC)=[O:40])=[C:33]3[N:32]=[CH:31]2)=[CH:27][CH:26]=1. No catalyst specified. The product is [CH3:23][O:24][C:25]1[CH:26]=[CH:27][C:28]([CH2:29][N:30]2[C:34]3=[N:35][C:36]([C:44]([F:47])([F:45])[F:46])=[CH:37][C:38]([CH2:39][OH:40])=[C:33]3[N:32]=[CH:31]2)=[CH:48][CH:49]=1. The yield is 0.450. (2) The reactants are [NH2:1][C:2]1[CH:7]=[CH:6][C:5]([OH:8])=[CH:4][CH:3]=1.CC(C)([O-])C.[K+].F[C:16]1[CH:21]=[CH:20][N:19]=[C:18]([C:22]([F:25])([F:24])[F:23])[CH:17]=1. The catalyst is CN(C)C(=O)C. The product is [F:23][C:22]([F:25])([F:24])[C:18]1[CH:17]=[C:16]([O:8][C:5]2[CH:6]=[CH:7][C:2]([NH2:1])=[CH:3][CH:4]=2)[CH:21]=[CH:20][N:19]=1. The yield is 0.790. (3) The reactants are C1([C:9]([O-:11])=O)C=C(C)C=C(C)C=1.[NH2:12][N+:13]1[CH:18]=[CH:17][N:16]=[CH:15][C:14]=1[NH2:19].[CH:20]([N:23]([CH:26](C)C)CC)(C)C.CCN=C=N[CH2:34][CH2:35][CH2:36][N:37]([CH3:39])C.[ClH:40]. The catalyst is ClCCl. The product is [Cl:40][C:15]1[C:14]2[N:13]([N:12]=[C:20]([NH:23][C:26]3[CH:39]=[N:37][C:36]([O:11][CH3:9])=[CH:35][CH:34]=3)[N:19]=2)[CH:18]=[CH:17][N:16]=1. The yield is 0.803. (4) The catalyst is C1COCC1. The reactants are C[O:2][C:3](=[O:18])[C:4]1[CH:9]=[C:8]([NH:10][C@H:11]([CH2:13][CH3:14])[CH3:12])[N:7]=[C:6]([C:15](=[O:17])[CH3:16])[CH:5]=1.[OH-].[Li+].Cl. The product is [C:15]([C:6]1[CH:5]=[C:4]([CH:9]=[C:8]([NH:10][C@H:11]([CH2:13][CH3:14])[CH3:12])[N:7]=1)[C:3]([OH:18])=[O:2])(=[O:17])[CH3:16]. The yield is 0.960. (5) The reactants are [CH2:1]1[C:5]2([CH2:10][CH2:9][NH:8][CH2:7][CH2:6]2)[CH2:4][CH2:3][N:2]1[C:11]([C:13]1[CH:21]=[C:20]2[C:16]([CH2:17][CH2:18][CH:19]2[NH:22][C:23](=[O:31])[C:24]2[CH:29]=[CH:28][CH:27]=[CH:26][C:25]=2[Cl:30])=[CH:15][CH:14]=1)=[O:12].CCN(C(C)C)C(C)C.Cl[C:42]1[CH:47]=[CH:46][N:45]=[CH:44][CH:43]=1.CC[OH:50]. No catalyst specified. The product is [Cl:30][C:25]1[CH:26]=[CH:27][CH:28]=[CH:29][C:24]=1[C:23]([NH:22][CH:19]1[C:20]2[C:16](=[CH:15][CH:14]=[C:13]([C:11]([N:2]3[CH2:1][C:5]4([CH2:10][CH2:9][N:8]([C:42]5[CH:47]=[CH:46][N+:45]([O-:50])=[CH:44][CH:43]=5)[CH2:7][CH2:6]4)[CH2:4][CH2:3]3)=[O:12])[CH:21]=2)[CH2:17][CH2:18]1)=[O:31]. The yield is 0.230. (6) The reactants are [C:1]1([N:7]2[C:11]3=[N:12][CH:13]=[N:14][C:15]([NH:16]/[N:17]=[CH:18]/[C:19]4[CH:27]=[CH:26][C:22]([C:23]([OH:25])=O)=[CH:21][CH:20]=4)=[C:10]3[CH:9]=[N:8]2)[CH:6]=[CH:5][CH:4]=[CH:3][CH:2]=1.C[NH:29][CH2:30][CH2:31][NH:32][CH3:33].[CH2:34](OP(C#N)(=O)OCC)C.C(N(CC)CC)C. The catalyst is CN(C=O)C.C(OCC)C.O. The product is [CH3:34][N:32]([CH3:33])[CH2:31][CH2:30][NH:29][C:23](=[O:25])[C:22]1[CH:21]=[CH:20][C:19](/[CH:18]=[N:17]/[NH:16][C:15]2[N:14]=[CH:13][N:12]=[C:11]3[N:7]([C:1]4[CH:6]=[CH:5][CH:4]=[CH:3][CH:2]=4)[N:8]=[CH:9][C:10]=23)=[CH:27][CH:26]=1. The yield is 0.790. (7) The reactants are [OH:1][C:2]1[C:3]([C:12]([C:14]2[CH:19]=[CH:18][CH:17]=[CH:16][CH:15]=2)=[O:13])=[N:4][C:5]2[C:10]([CH:11]=1)=[CH:9][CH:8]=[CH:7][CH:6]=2.Cl[C:21]1[C:30]2[C:25](=[CH:26][C:27]([O:33][CH3:34])=[C:28]([O:31][CH3:32])[CH:29]=2)[N:24]=[CH:23][CH:22]=1. The catalyst is CN(C)C1C=CN=CC=1.ClC1C=CC=CC=1Cl. The product is [CH3:32][O:31][C:28]1[CH:29]=[C:30]2[C:25](=[CH:26][C:27]=1[O:33][CH3:34])[N:24]=[CH:23][CH:22]=[C:21]2[O:1][C:2]1[C:3]([C:12]([C:14]2[CH:19]=[CH:18][CH:17]=[CH:16][CH:15]=2)=[O:13])=[N:4][C:5]2[C:10]([CH:11]=1)=[CH:9][CH:8]=[CH:7][CH:6]=2. The yield is 0.420. (8) The reactants are [Br:1][C:2]1[CH:3]=[C:4]2[C:8](=[CH:9][CH:10]=1)[NH:7][C:6]([CH3:11])=[CH:5]2.[CH3:12][O:13][CH2:14][O:15][C:16]1[CH:21]=[CH:20][C:19](I)=[CH:18][CH:17]=1. No catalyst specified. The product is [Br:1][C:2]1[CH:3]=[C:4]2[C:8](=[CH:9][CH:10]=1)[N:7]([C:19]1[CH:20]=[CH:21][C:16]([O:15][CH2:14][O:13][CH3:12])=[CH:17][CH:18]=1)[C:6]([CH3:11])=[CH:5]2. The yield is 0.0840.